Task: Regression. Given two drug SMILES strings and cell line genomic features, predict the synergy score measuring deviation from expected non-interaction effect.. Dataset: NCI-60 drug combinations with 297,098 pairs across 59 cell lines Drug 2: CCC1(C2=C(COC1=O)C(=O)N3CC4=CC5=C(C=CC(=C5CN(C)C)O)N=C4C3=C2)O.Cl. Drug 1: C1=NC(=NC(=O)N1C2C(C(C(O2)CO)O)O)N. Synergy scores: CSS=55.5, Synergy_ZIP=-4.10, Synergy_Bliss=-7.44, Synergy_Loewe=-12.2, Synergy_HSA=-5.41. Cell line: CCRF-CEM.